This data is from Catalyst prediction with 721,799 reactions and 888 catalyst types from USPTO. The task is: Predict which catalyst facilitates the given reaction. (1) Reactant: [H-].[Na+].[C:3]([O:10][C:11]([CH3:14])([CH3:13])[CH3:12])(=[O:9])[CH2:4][C:5]([O:7][CH3:8])=[O:6].Cl[C:16]1[C:21]([C:22]#[N:23])=[CH:20][C:19]([C:24]([F:27])([F:26])[F:25])=[CH:18][N:17]=1. Product: [C:22]([C:21]1[C:16]([CH:4]([C:5]([O:7][CH3:8])=[O:6])[C:3]([O:10][C:11]([CH3:14])([CH3:13])[CH3:12])=[O:9])=[N:17][CH:18]=[C:19]([C:24]([F:27])([F:25])[F:26])[CH:20]=1)#[N:23]. The catalyst class is: 7. (2) Reactant: [OH-].[Na+].[Br-].[OH:4][CH:5]1[CH2:10][CH2:9][CH2:8][N+:7]([CH3:14])([CH2:11][CH2:12][CH3:13])[CH2:6]1.[I:15]C.[CH2:17](O)C. Product: [I-:15].[CH3:17][O:4][CH:5]1[CH2:10][CH2:9][CH2:8][N+:7]([CH3:14])([CH2:11][CH2:12][CH3:13])[CH2:6]1. The catalyst class is: 115. (3) Reactant: [CH:1]1([CH2:7][N:8]2[C:16](=[O:17])[C:15]3[N:14]=[C:13]([C:18]4[CH:26]=[CH:25][CH:24]=[CH:23][C:19]=4C(O)=O)[NH:12][C:11]=3[N:10]([CH2:27][CH:28]3[CH2:33][CH2:32][CH2:31][CH2:30][CH2:29]3)[C:9]2=[O:34])[CH2:6][CH2:5][CH2:4][CH2:3][CH2:2]1.C(OC(=O)C(Br)C(C1C=CC([C:48]2[NH:49][C:50]3N(CC4CCCCC4)C(=O)N(CC4CCCCC4)C(=O)[C:55]=3[N:56]=2)=CC=1)Br)C. Product: [CH:1]1([CH2:7][N:8]2[C:16](=[O:17])[C:15]3[N:14]=[C:13]([C:18]4[CH:19]=[CH:23][CH:24]=[C:25](/[CH:11]=[CH:15]/[C:16]([N:49]5[CH:50]=[CH:55][N:56]=[CH:48]5)=[O:17])[CH:26]=4)[NH:12][C:11]=3[N:10]([CH2:27][CH:28]3[CH2:29][CH2:30][CH2:31][CH2:32][CH2:33]3)[C:9]2=[O:34])[CH2:2][CH2:3][CH2:4][CH2:5][CH2:6]1. The catalyst class is: 204. (4) Reactant: [O:1]=[C:2]([CH3:6])[CH2:3][C:4]#[N:5].Br[CH2:8][C:9]1[CH:14]=[CH:13][CH:12]=[CH:11][C:10]=1[Cl:15]. Product: [Cl:15][C:10]1[CH:11]=[CH:12][CH:13]=[CH:14][C:9]=1[CH2:8][CH:3]([C:2](=[O:1])[CH3:6])[C:4]#[N:5]. The catalyst class is: 8. (5) Reactant: [CH3:1][C:2]1[N:3]=[C:4]([C:11]2[CH:16]=[CH:15][C:14]([C:17]([F:20])([F:19])[F:18])=[CH:13][CH:12]=2)[S:5][C:6]=1[CH:7]([OH:10])[CH2:8][CH3:9].[H-].[Na+].[F:23][CH:24]([F:35])[O:25][C:26]1[CH:33]=[C:32](F)[CH:31]=[CH:30][C:27]=1[C:28]#[N:29].O. Product: [F:23][CH:24]([F:35])[O:25][C:26]1[CH:33]=[C:32]([O:10][CH:7]([C:6]2[S:5][C:4]([C:11]3[CH:16]=[CH:15][C:14]([C:17]([F:20])([F:18])[F:19])=[CH:13][CH:12]=3)=[N:3][C:2]=2[CH3:1])[CH2:8][CH3:9])[CH:31]=[CH:30][C:27]=1[C:28]#[N:29]. The catalyst class is: 9. (6) Reactant: [CH3:1][O:2][C:3](=[O:15])[CH2:4][C:5]1[C:9]2[CH:10]=[CH:11][C:12]([OH:14])=[CH:13][C:8]=2[O:7][CH:6]=1. Product: [CH3:1][O:2][C:3](=[O:15])[CH2:4][CH:5]1[C:9]2[CH:10]=[CH:11][C:12]([OH:14])=[CH:13][C:8]=2[O:7][CH2:6]1. The catalyst class is: 43. (7) Reactant: O.O.[Sn](Cl)Cl.[N:6]([CH:9]([C:11]1[CH:16]=[CH:15][C:14]([NH:17][C:18](=[S:34])[NH:19][C:20]2[CH:25]=[CH:24][C:23]([NH:26][C:27]([C:29]3[O:30][CH:31]=[CH:32][CH:33]=3)=[O:28])=[CH:22][CH:21]=2)=[CH:13][C:12]=1[Cl:35])[CH3:10])=[N+]=[N-]. The catalyst class is: 125. Product: [NH2:6][CH:9]([C:11]1[CH:16]=[CH:15][C:14]([NH:17][C:18](=[S:34])[NH:19][C:20]2[CH:21]=[CH:22][C:23]([NH:26][C:27]([C:29]3[O:30][CH:31]=[CH:32][CH:33]=3)=[O:28])=[CH:24][CH:25]=2)=[CH:13][C:12]=1[Cl:35])[CH3:10]. (8) Reactant: C([O:3][C:4](=[O:36])[C:5]([O:8][C:9]1[CH:14]=[CH:13][C:12]([O:15][CH2:16][CH2:17][CH:18]([O:20][C:21]2[CH:26]=[CH:25][C:24]([Br:27])=[CH:23][C:22]=2[C:28](=[O:35])[C:29]2[CH:34]=[CH:33][CH:32]=[CH:31][CH:30]=2)[CH3:19])=[CH:11][CH:10]=1)([CH3:7])[CH3:6])C.[OH-].[Na+].Cl. Product: [C:28]([C:22]1[CH:23]=[C:24]([Br:27])[CH:25]=[CH:26][C:21]=1[O:20][CH:18]([CH3:19])[CH2:17][CH2:16][O:15][C:12]1[CH:13]=[CH:14][C:9]([O:8][C:5]([CH3:6])([CH3:7])[C:4]([OH:36])=[O:3])=[CH:10][CH:11]=1)(=[O:35])[C:29]1[CH:30]=[CH:31][CH:32]=[CH:33][CH:34]=1. The catalyst class is: 40. (9) Reactant: C([N:8]1[C:20]2[CH:19]=[CH:18][C:17]([CH2:21][O:22][CH2:23][CH2:24][CH2:25][CH2:26][CH2:27][CH2:28][O:29][CH2:30][C:31]3[CH:36]=[CH:35][C:34]([N:37]([C:44]4[CH:49]=[CH:48][CH:47]=[CH:46][CH:45]=4)[C:38]4[CH:43]=[CH:42][CH:41]=[CH:40][CH:39]=4)=[CH:33][CH:32]=3)=[CH:16][C:15]=2[C:14]2[C:9]1=[CH:10][CH:11]=[CH:12][CH:13]=2)C1C=CC=CC=1.C(O[K])(C)(C)C. Product: [CH:19]1[C:20]2[NH:8][C:9]3[C:14](=[CH:13][CH:12]=[CH:11][CH:10]=3)[C:15]=2[CH:16]=[C:17]([CH2:21][O:22][CH2:23][CH2:24][CH2:25][CH2:26][CH2:27][CH2:28][O:29][CH2:30][C:31]2[CH:32]=[CH:33][C:34]([N:37]([C:38]3[CH:43]=[CH:42][CH:41]=[CH:40][CH:39]=3)[C:44]3[CH:49]=[CH:48][CH:47]=[CH:46][CH:45]=3)=[CH:35][CH:36]=2)[CH:18]=1. The catalyst class is: 16.